Dataset: Reaction yield outcomes from USPTO patents with 853,638 reactions. Task: Predict the reaction yield, written as a fraction of the theoretical maximum amount of product (1.0 means a 100% yield; for example, 0.34 means a 34% yield). (1) The reactants are [NH2:1][C:2]1[C:3]([CH3:18])=[CH:4][C:5]([O:8][CH:9]([C:14]([F:17])([F:16])[F:15])[C:10]([F:13])([F:12])[F:11])=[N:6][CH:7]=1.CN(C)C=O.[Cl:24]N1C(=O)CCC1=O. The catalyst is O. The product is [NH2:1][C:2]1[C:7]([Cl:24])=[N:6][C:5]([O:8][CH:9]([C:10]([F:11])([F:12])[F:13])[C:14]([F:17])([F:15])[F:16])=[CH:4][C:3]=1[CH3:18]. The yield is 0.440. (2) The reactants are [CH3:1][C:2]1[C:6]2[C:7](=[O:19])[N:8]([CH2:11][CH2:12][N:13]3[CH2:18][CH2:17][O:16][CH2:15][CH2:14]3)[CH2:9][CH2:10][C:5]=2[NH:4][C:3]=1[CH:20]=O.[F:22][C:23]1[CH:24]=[C:25]2[C:29](=[CH:30][C:31]=1[NH:32][C:33](=[O:37])[C@@H:34]([OH:36])[CH3:35])[NH:28][C:27](=[O:38])[CH2:26]2. No catalyst specified. The product is [F:22][C:23]1[CH:24]=[C:25]2[C:29](=[CH:30][C:31]=1[NH:32][C:33](=[O:37])[C@@H:34]([OH:36])[CH3:35])[NH:28][C:27](=[O:38])[C:26]2=[CH:20][C:3]1[NH:4][C:5]2[CH2:10][CH2:9][N:8]([CH2:11][CH2:12][N:13]3[CH2:14][CH2:15][O:16][CH2:17][CH2:18]3)[C:7](=[O:19])[C:6]=2[C:2]=1[CH3:1]. The yield is 0.613. (3) The reactants are [CH2:1]([O:8][C:9]1[CH:16]=[CH:15][C:12]([CH:13]=[O:14])=[CH:11][C:10]=1[OH:17])[C:2]1[CH:7]=[CH:6][CH:5]=[CH:4][CH:3]=1.CN(C)C=O.[H-].[Na+].Cl[CH2:26][O:27][CH3:28]. The catalyst is O. The product is [CH2:1]([O:8][C:9]1[CH:16]=[CH:15][C:12]([CH:13]=[O:14])=[CH:11][C:10]=1[O:17][CH2:26][O:27][CH3:28])[C:2]1[CH:3]=[CH:4][CH:5]=[CH:6][CH:7]=1. The yield is 1.00. (4) The reactants are [N+:1]([C:4]1[CH:12]=[C:11]2[C:7]([CH:8]=[C:9]([C:13]#[N:14])[NH:10]2)=[CH:6][CH:5]=1)([O-])=O. The catalyst is [Ni].CCO. The product is [NH2:1][C:4]1[CH:12]=[C:11]2[C:7]([CH:8]=[C:9]([C:13]#[N:14])[NH:10]2)=[CH:6][CH:5]=1. The yield is 0.490. (5) The reactants are [Br:1][C:2]1[C:3]([N:20]2[CH2:25][CH2:24][CH2:23][C@@H:22]([NH:26]C(=O)OC(C)(C)C)[CH2:21]2)=[C:4]2[C:10]([NH:11][C:12]([C:14]3[CH:19]=[N:18][CH:17]=[CH:16][N:15]=3)=[O:13])=[CH:9][NH:8][C:5]2=[N:6][CH:7]=1.C(O)(C(F)(F)F)=O.C(Cl)[Cl:42]. The product is [ClH:42].[NH2:26][C@@H:22]1[CH2:23][CH2:24][CH2:25][N:20]([C:3]2[C:2]([Br:1])=[CH:7][N:6]=[C:5]3[NH:8][CH:9]=[C:10]([NH:11][C:12]([C:14]4[CH:19]=[N:18][CH:17]=[CH:16][N:15]=4)=[O:13])[C:4]=23)[CH2:21]1. No catalyst specified. The yield is 0.330. (6) The reactants are C(OC([N:8]1[CH2:13][CH2:12][N:11]([C:14]2[CH:15]=[N:16][C:17]([NH:20][C:21]3[N:22]=[CH:23][C:24]4[C:30]([CH3:31])=[C:29]([C:32]([O:34]CC)=[CH2:33])[C:28](=[O:37])[N:27]([CH:38]5[CH2:42][CH2:41][CH2:40][CH2:39]5)[C:25]=4[N:26]=3)=[CH:18][CH:19]=2)[CH2:10][CH2:9]1)=O)(C)(C)C. The catalyst is C(Cl)Cl.C(OCC)C. The product is [C:32]([C:29]1[C:28](=[O:37])[N:27]([CH:38]2[CH2:42][CH2:41][CH2:40][CH2:39]2)[C:25]2[N:26]=[C:21]([NH:20][C:17]3[CH:18]=[CH:19][C:14]([N:11]4[CH2:10][CH2:9][NH:8][CH2:13][CH2:12]4)=[CH:15][N:16]=3)[N:22]=[CH:23][C:24]=2[C:30]=1[CH3:31])(=[O:34])[CH3:33]. The yield is 0.920. (7) The reactants are C[O:2][C:3]1[N:7]([CH3:8])[N:6]=[C:5]([CH3:9])[C:4]=1[C:10]1[N:14]=[C:13]([C:15]2[CH:20]=[CH:19][CH:18]=[CH:17][CH:16]=2)[O:12][N:11]=1.B(Br)(Br)Br. The catalyst is C(Cl)Cl. The product is [CH3:8][N:7]1[C:3]([OH:2])=[C:4]([C:10]2[N:14]=[C:13]([C:15]3[CH:16]=[CH:17][CH:18]=[CH:19][CH:20]=3)[O:12][N:11]=2)[C:5]([CH3:9])=[N:6]1. The yield is 1.00. (8) The reactants are [CH2:1]([C:3]1[N:7]([C:8]2[N:16]=[C:15]3[C:11]([N:12]=[C:13]([CH:18]=O)[N:14]3[CH3:17])=[C:10]([N:20]3[CH2:25][CH2:24][O:23][CH2:22][CH2:21]3)[N:9]=2)[C:6]2[CH:26]=[CH:27][CH:28]=[CH:29][C:5]=2[N:4]=1)[CH3:2].[NH:30]1[CH2:33][CH:32]([N:34]2[CH2:39][CH2:38][CH:37]([F:40])[CH2:36][CH2:35]2)[CH2:31]1.C(O[BH-](OC(=O)C)OC(=O)C)(=O)C.[Na+]. The catalyst is ClCCCl. The product is [CH2:1]([C:3]1[N:7]([C:8]2[N:16]=[C:15]3[C:11]([N:12]=[C:13]([CH2:18][N:30]4[CH2:33][CH:32]([N:34]5[CH2:39][CH2:38][CH:37]([F:40])[CH2:36][CH2:35]5)[CH2:31]4)[N:14]3[CH3:17])=[C:10]([N:20]3[CH2:25][CH2:24][O:23][CH2:22][CH2:21]3)[N:9]=2)[C:6]2[CH:26]=[CH:27][CH:28]=[CH:29][C:5]=2[N:4]=1)[CH3:2]. The yield is 0.450.